From a dataset of Catalyst prediction with 721,799 reactions and 888 catalyst types from USPTO. Predict which catalyst facilitates the given reaction. (1) Reactant: Br[C:2]1(Br)[CH2:8][O:7][C:6]2[CH:9]=[CH:10][C:11]([I:13])=[CH:12][C:5]=2[N:4]2[N:14]=[C:15]([C:17]([O:19][CH2:20][CH3:21])=[O:18])[CH:16]=[C:3]12.CC(C)=[O:25]. The catalyst class is: 716. Product: [I:13][C:11]1[CH:10]=[CH:9][C:6]2[O:7][CH2:8][C:2](=[O:25])[C:3]3[N:4]([N:14]=[C:15]([C:17]([O:19][CH2:20][CH3:21])=[O:18])[CH:16]=3)[C:5]=2[CH:12]=1. (2) Reactant: [CH3:1][C:2]1[C:6]2[C:7](=[O:19])[N:8]([CH2:12][CH2:13][N:14]3[CH2:18][CH2:17][CH2:16][CH2:15]3)[CH2:9][CH2:10][CH2:11][C:5]=2[NH:4][C:3]=1[CH:20]=O.[F:22][C:23]1[CH:28]=[CH:27][C:26]([CH2:29][S:30]([C:33]2[CH:34]=[C:35]3[C:39](=[CH:40][CH:41]=2)[NH:38][C:37](=[O:42])[CH2:36]3)(=[O:32])=[O:31])=[CH:25][CH:24]=1.N1CCCCC1. Product: [F:22][C:23]1[CH:24]=[CH:25][C:26]([CH2:29][S:30]([C:33]2[CH:34]=[C:35]3[C:39](=[CH:40][CH:41]=2)[NH:38][C:37](=[O:42])[C:36]3=[CH:20][C:3]2[NH:4][C:5]3[CH2:11][CH2:10][CH2:9][N:8]([CH2:12][CH2:13][N:14]4[CH2:15][CH2:16][CH2:17][CH2:18]4)[C:7](=[O:19])[C:6]=3[C:2]=2[CH3:1])(=[O:32])=[O:31])=[CH:27][CH:28]=1.[F:22][C:23]1[CH:24]=[CH:25][C:26]([CH2:29][S:30]([C:33]2[CH:34]=[C:35]3[C:39](=[CH:40][CH:41]=2)[NH:38][C:37](=[O:42])/[C:36]/3=[CH:20]\[C:3]2[NH:4][C:5]3[CH2:11][CH2:10][CH2:9][N:8]([CH2:12][CH2:13][N:14]4[CH2:15][CH2:16][CH2:17][CH2:18]4)[C:7](=[O:19])[C:6]=3[C:2]=2[CH3:1])(=[O:32])=[O:31])=[CH:27][CH:28]=1. The catalyst class is: 8.